From a dataset of Full USPTO retrosynthesis dataset with 1.9M reactions from patents (1976-2016). Predict the reactants needed to synthesize the given product. (1) Given the product [OH:17][C:18]1([C:24]2[S:25][CH:26]=[CH:27][CH:28]=2)[CH2:19][CH2:20][N:21]([CH:2]([CH3:16])[C:3]([C:5]2[CH:15]=[CH:14][C:8]3[NH:9][C:10](=[O:13])[CH2:11][S:12][C:7]=3[CH:6]=2)=[O:4])[CH2:22][CH2:23]1, predict the reactants needed to synthesize it. The reactants are: Br[CH:2]([CH3:16])[C:3]([C:5]1[CH:15]=[CH:14][C:8]2[NH:9][C:10](=[O:13])[CH2:11][S:12][C:7]=2[CH:6]=1)=[O:4].[OH:17][C:18]1([C:24]2[S:25][CH:26]=[CH:27][CH:28]=2)[CH2:23][CH2:22][NH:21][CH2:20][CH2:19]1.C(N(CC)CC)C.O. (2) Given the product [CH3:18][C@@H:16]1[CH2:15][N:14]([C:19]([O:21][C:22]([CH3:25])([CH3:24])[CH3:23])=[O:20])[C@H:13]([C:11]2[NH:12][C:8]([C:5]3[CH:6]=[CH:7][C:2]([B:29]4[O:30][C:31]([CH3:33])([CH3:32])[C:27]([CH3:43])([CH3:26])[O:28]4)=[CH:3][CH:4]=3)=[CH:9][N:10]=2)[CH2:17]1, predict the reactants needed to synthesize it. The reactants are: Br[C:2]1[CH:7]=[CH:6][C:5]([C:8]2[NH:12][C:11]([C@@H:13]3[CH2:17][C@H:16]([CH3:18])[CH2:15][N:14]3[C:19]([O:21][C:22]([CH3:25])([CH3:24])[CH3:23])=[O:20])=[N:10][CH:9]=2)=[CH:4][CH:3]=1.[CH3:26][C:27]1([CH3:43])[C:31]([CH3:33])([CH3:32])[O:30][B:29]([B:29]2[O:30][C:31]([CH3:33])([CH3:32])[C:27]([CH3:43])([CH3:26])[O:28]2)[O:28]1.C([O-])(=O)C.[K+]. (3) Given the product [CH3:66][N:65]1[C:61]([NH:60][C:32]([NH:18][C:17]2[CH:19]=[CH:20][C:14]([C:12]3[N:13]=[C:8]([N:7]4[CH2:6][CH2:5][O:4][CH2:3][C@@H:2]4[CH3:1])[C:9]4[CH2:24][CH2:23][N:22]([C:25]5[N:26]=[CH:27][CH:28]=[CH:29][N:30]=5)[CH2:21][C:10]=4[N:11]=3)=[CH:15][CH:16]=2)=[O:31])=[CH:62][CH:63]=[N:64]1, predict the reactants needed to synthesize it. The reactants are: [CH3:1][C@@H:2]1[N:7]([C:8]2[C:9]3[CH2:24][CH2:23][N:22]([C:25]4[N:30]=[CH:29][CH:28]=[CH:27][N:26]=4)[CH2:21][C:10]=3[N:11]=[C:12]([C:14]3[CH:20]=[CH:19][C:17]([NH2:18])=[CH:16][CH:15]=3)[N:13]=2)[CH2:6][CH2:5][O:4][CH2:3]1.[O:31]1CCN(C2C3CNC(C4N=CC=CN=4)CC=3N=C(C3C=CC(N)=CC=3)N=2)C[CH2:32]1.[NH2:60][C:61]1[N:65]([CH3:66])[N:64]=[CH:63][CH:62]=1.C1(CN)CC1. (4) Given the product [ClH:1].[ClH:1].[CH2:42]([N:25]([CH2:23][CH3:24])[CH2:26][CH2:27][NH:28][C:29]([C:31]1[CH:40]=[CH:39][C:38]2[C:33](=[C:34]([I:41])[CH:35]=[N:36][CH:37]=2)[N:32]=1)=[O:30])[CH3:43], predict the reactants needed to synthesize it. The reactants are: [ClH:1].C(N(CC)CCNC(C1C=CC2C(=CC=C(I)C=2)C=1)=O)C.[CH2:23]([N:25]([CH2:42][CH3:43])[CH2:26][CH2:27][NH:28][C:29]([C:31]1[CH:40]=[CH:39][C:38]2[C:33](=[C:34]([I:41])[CH:35]=[N:36][CH:37]=2)[N:32]=1)=[O:30])[CH3:24].[K+].[Br-]. (5) Given the product [CH3:7][N:8]=[C:9]([Cl:4])[C:11]12[CH2:18][CH2:17][C:14]([CH2:19][CH2:20][CH2:21][CH2:22][CH3:23])([CH2:15][CH2:16]1)[CH2:13][CH2:12]2, predict the reactants needed to synthesize it. The reactants are: C(Cl)(=O)C([Cl:4])=O.[CH3:7][NH:8][C:9]([C:11]12[CH2:18][CH2:17][C:14]([CH2:19][CH2:20][CH2:21][CH2:22][CH3:23])([CH2:15][CH2:16]1)[CH2:13][CH2:12]2)=O.